This data is from Reaction yield outcomes from USPTO patents with 853,638 reactions. The task is: Predict the reaction yield, written as a fraction of the theoretical maximum amount of product (1.0 means a 100% yield; for example, 0.34 means a 34% yield). The reactants are Cl[C:2]1[N:7]=[C:6]([C:8]2[N:12]3[CH:13]=[CH:14][CH:15]=[CH:16][C:11]3=[N:10][C:9]=2[C:17]2[CH:18]=[CH:19][C:20]([O:34][CH3:35])=[C:21]([CH:33]=2)[C:22]([NH:24][C:25]2[C:30]([F:31])=[CH:29][CH:28]=[CH:27][C:26]=2[F:32])=[O:23])[CH:5]=[CH:4][N:3]=1.[CH2:36]([C:38]1[C:39]([N:47]2[CH2:52][CH2:51][CH:50]([CH2:53][CH2:54][S:55]([CH3:58])(=[O:57])=[O:56])[CH2:49][CH2:48]2)=[CH:40][C:41]([O:45][CH3:46])=[C:42]([CH:44]=1)[NH2:43])[CH3:37].Cl.O1CCOCC1.N. The catalyst is CO. The product is [F:32][C:26]1[CH:27]=[CH:28][CH:29]=[C:30]([F:31])[C:25]=1[NH:24][C:22](=[O:23])[C:21]1[CH:33]=[C:17]([C:9]2[N:10]=[C:11]3[CH:16]=[CH:15][CH:14]=[CH:13][N:12]3[C:8]=2[C:6]2[CH:5]=[CH:4][N:3]=[C:2]([NH:43][C:42]3[CH:44]=[C:38]([CH2:36][CH3:37])[C:39]([N:47]4[CH2:48][CH2:49][CH:50]([CH2:53][CH2:54][S:55]([CH3:58])(=[O:57])=[O:56])[CH2:51][CH2:52]4)=[CH:40][C:41]=3[O:45][CH3:46])[N:7]=2)[CH:18]=[CH:19][C:20]=1[O:34][CH3:35]. The yield is 0.560.